The task is: Predict which catalyst facilitates the given reaction.. This data is from Catalyst prediction with 721,799 reactions and 888 catalyst types from USPTO. (1) Reactant: [CH:1]([C:4]1[CH:24]=[C:23]([O:25][CH3:26])[C:22]([O:27][CH3:28])=[CH:21][C:5]=1[O:6][C:7]1[C:8]([NH2:20])=[N:9][C:10]([NH:13][CH:14]2[CH2:19][CH2:18]S[CH2:16][CH2:15]2)=[N:11][CH:12]=1)([CH3:3])[CH3:2].O[O:30][S:31]([O-:33])=O.[K+].[ClH:35].CCOCC. Product: [ClH:35].[O:30]=[S:31]1(=[O:33])[CH2:18][CH2:19][CH:14]([NH:13][C:10]2[N:9]=[C:8]([NH2:20])[C:7]([O:6][C:5]3[CH:21]=[C:22]([O:27][CH3:28])[C:23]([O:25][CH3:26])=[CH:24][C:4]=3[CH:1]([CH3:3])[CH3:2])=[CH:12][N:11]=2)[CH2:15][CH2:16]1. The catalyst class is: 24. (2) Reactant: [CH3:1][O:2][CH2:3][CH2:4][CH2:5][CH2:6][CH2:7][CH2:8][CH2:9][CH2:10][CH2:11][CH2:12][CH2:13][C:14]#[N:15].[H-].[Al+3].[Li+].[H-].[H-].[H-].[OH-].[K+]. Product: [CH3:1][O:2][CH2:3][CH2:4][CH2:5][CH2:6][CH2:7][CH2:8][CH2:9][CH2:10][CH2:11][CH2:12][CH2:13][CH2:14][NH2:15]. The catalyst class is: 1. (3) Reactant: [Cl:1][C:2]1[N:3]=[C:4]([C:7]2[CH:8]=[C:9]([NH:13][C:14](=[O:23])[O:15][CH2:16]N3CCCCC3)[CH:10]=[CH:11][CH:12]=2)[S:5][CH:6]=1.[CH:24]1([CH:30]=O)[CH2:29][CH2:28][CH2:27][CH2:26][CH2:25]1.C(O[BH-](O[C:42](=O)[CH3:43])OC(=O)C)(=O)C.[Na+].C([O-])(O)=O.[Na+]. Product: [Cl:1][C:2]1[N:3]=[C:4]([C:7]2[CH:8]=[C:9]([NH:13][C:14](=[O:23])[O:15][CH2:16][CH:43]3[CH2:42][CH2:12][CH2:7][CH2:4][N:3]3[CH2:30][CH:24]3[CH2:29][CH2:28][CH2:27][CH2:26][CH2:25]3)[CH:10]=[CH:11][CH:12]=2)[S:5][CH:6]=1. The catalyst class is: 2. (4) Reactant: [Br:1][C:2]1[C:3]([N:9]2[CH2:14][CH2:13][O:12][CH2:11][CH:10]2[C:15]([OH:17])=O)=[N:4][C:5]([Cl:8])=[N:6][CH:7]=1.C(Cl)CCl.C1C=CC2N(O)N=NC=2C=1.Cl.[Cl:33][C:34]1[CH:42]=[C:41]2[C:37]([CH2:38][CH2:39][CH:40]2[NH2:43])=[CH:36][CH:35]=1.C(N(CC)CC)C. Product: [Br:1][C:2]1[C:3]([N:9]2[CH2:14][CH2:13][O:12][CH2:11][CH:10]2[C:15]([NH:43][CH:40]2[C:41]3[C:37](=[CH:36][CH:35]=[C:34]([Cl:33])[CH:42]=3)[CH2:38][CH2:39]2)=[O:17])=[N:4][C:5]([Cl:8])=[N:6][CH:7]=1. The catalyst class is: 3. (5) Product: [NH2:11][C@H:22]([C:21]([OH:28])=[O:27])[CH2:23][C:24](=[O:26])[OH:25]. Reactant: C([NH:11]CCCC[C@@H](C(O)=O)N)(OCC1C=CC=CC=1)=O.[C:21]([OH:28])(=[O:27])/[CH:22]=[CH:23]\[C:24]([OH:26])=[O:25].Cl. The catalyst class is: 74. (6) Reactant: [S:1]1[C:5]2[CH:6]=[CH:7][CH:8]=[CH:9][C:4]=2[N:3]=[C:2]1[NH:10][C:11](=[O:18])OCC(Cl)(Cl)Cl.[C:19]1([C:25]2[N:29]=[C:28]([N:30]3[CH2:35][CH2:34][NH:33][CH2:32][CH2:31]3)[S:27][N:26]=2)[CH:24]=[CH:23][CH:22]=[CH:21][CH:20]=1.C(N(C(C)C)CC)(C)C.O. Product: [S:1]1[C:5]2[CH:6]=[CH:7][CH:8]=[CH:9][C:4]=2[N:3]=[C:2]1[NH:10][C:11]([N:33]1[CH2:34][CH2:35][N:30]([C:28]2[S:27][N:26]=[C:25]([C:19]3[CH:24]=[CH:23][CH:22]=[CH:21][CH:20]=3)[N:29]=2)[CH2:31][CH2:32]1)=[O:18]. The catalyst class is: 16. (7) Reactant: [NH2:1][C:2]1[N:7]=[C:6](S(C)(=O)=O)[C:5]([C:12]#[N:13])=[C:4]([C:14]2[CH:19]=[CH:18][CH:17]=[CH:16][CH:15]=2)[N:3]=1.[CH:20]1([NH2:26])[CH2:25][CH2:24][CH2:23][CH2:22][CH2:21]1. Product: [NH2:1][C:2]1[N:7]=[C:6]([NH:26][CH:20]2[CH2:25][CH2:24][CH2:23][CH2:22][CH2:21]2)[C:5]([C:12]#[N:13])=[C:4]([C:14]2[CH:19]=[CH:18][CH:17]=[CH:16][CH:15]=2)[N:3]=1. The catalyst class is: 57. (8) Reactant: [F:1][C:2]1[C:9]([O:10][CH3:11])=[CH:8][CH:7]=[CH:6][C:3]=1[CH:4]=O.C1COCC1.[OH2:17].Cl.[NH2:19]O. Product: [F:1][C:2]1[C:9]([O:10][CH3:11])=[CH:8][CH:7]=[CH:6][C:3]=1[CH:4]=[N:19][OH:17]. The catalyst class is: 17. (9) Reactant: [S:1]1[CH:5]=[CH:4][NH:3][C:2]1=[C:6](C(OCC)=O)[C:7]([O:9][CH2:10][CH3:11])=[O:8].[Cl-].[Na+]. Product: [S:1]1[CH:5]=[CH:4][N:3]=[C:2]1[CH2:6][C:7]([O:9][CH2:10][CH3:11])=[O:8]. The catalyst class is: 58. (10) Reactant: C([O:3][C:4](=[O:29])[CH2:5][CH2:6][C:7]1[CH:12]=[CH:11][C:10]([O:13][CH2:14][CH2:15][C:16]2[N:17]=[C:18]([C:22]3[CH:27]=[CH:26][CH:25]=[CH:24][CH:23]=3)[O:19][C:20]=2[CH3:21])=[CH:9][C:8]=1[OH:28])C.Br.Br[CH2:32][C:33]1[CH:38]=[CH:37][CH:36]=[CH:35][N:34]=1.[H-].[Na+].[Li+].[OH-]. Product: [CH3:21][C:20]1[O:19][C:18]([C:22]2[CH:23]=[CH:24][CH:25]=[CH:26][CH:27]=2)=[N:17][C:16]=1[CH2:15][CH2:14][O:13][C:10]1[CH:11]=[CH:12][C:7]([CH2:6][CH2:5][C:4]([OH:3])=[O:29])=[C:8]([O:28][CH2:32][C:33]2[CH:38]=[CH:37][CH:36]=[CH:35][N:34]=2)[CH:9]=1. The catalyst class is: 7.